This data is from TCR-epitope binding with 47,182 pairs between 192 epitopes and 23,139 TCRs. The task is: Binary Classification. Given a T-cell receptor sequence (or CDR3 region) and an epitope sequence, predict whether binding occurs between them. (1) The epitope is ARMILMTHF. The TCR CDR3 sequence is CASSLEGVTYEQYF. Result: 0 (the TCR does not bind to the epitope). (2) The epitope is SLYNTVATL. The TCR CDR3 sequence is CASSDGPGYEQYF. Result: 0 (the TCR does not bind to the epitope). (3) The epitope is RLRAEAQVK. The TCR CDR3 sequence is CASSLVPGPNGDYGYTF. Result: 1 (the TCR binds to the epitope). (4) The epitope is IYSKHTPINL. The TCR CDR3 sequence is CASSPGVQGTVQPQHF. Result: 0 (the TCR does not bind to the epitope). (5) The epitope is KLNVGDYFV. The TCR CDR3 sequence is CASSEEINLGEQFF. Result: 1 (the TCR binds to the epitope). (6) The epitope is NLVPMVATV. The TCR CDR3 sequence is CASRDGGRIDETQYF. Result: 1 (the TCR binds to the epitope). (7) Result: 1 (the TCR binds to the epitope). The TCR CDR3 sequence is CSVRDISTNEKLFF. The epitope is DATYQRTRALVR. (8) The epitope is TPQDLNTML. The TCR CDR3 sequence is CASPTHFLKNTGELFF. Result: 1 (the TCR binds to the epitope). (9) The TCR CDR3 sequence is CATRGTVINTGELFF. The epitope is LEPLVDLPI. Result: 0 (the TCR does not bind to the epitope).